From a dataset of Forward reaction prediction with 1.9M reactions from USPTO patents (1976-2016). Predict the product of the given reaction. (1) Given the reactants [C:1]([C:5]1[CH:10]=[CH:9][C:8]([NH:11][C:12]2[C:13]3[CH2:21][CH2:20][N:19](CC4C=CC=CC=4)[CH2:18][C:14]=3[N:15]=[CH:16][N:17]=2)=[CH:7][CH:6]=1)([CH3:4])([CH3:3])[CH3:2].C([O-])=O.[NH4+], predict the reaction product. The product is: [C:1]([C:5]1[CH:10]=[CH:9][C:8]([NH:11][C:12]2[C:13]3[CH2:21][CH2:20][NH:19][CH2:18][C:14]=3[N:15]=[CH:16][N:17]=2)=[CH:7][CH:6]=1)([CH3:4])([CH3:2])[CH3:3]. (2) Given the reactants [Na].F[C:3]1[CH:8]=[C:7](F)[CH:6]=[CH:5][C:4]=1[S:10]([NH:13][C:14]([NH:16][CH2:17][CH2:18][C:19]1[CH:24]=[CH:23][C:22]([N:25]2[C:29]([CH3:30])=[C:28]([C:31]3[CH:36]=[CH:35][CH:34]=[CH:33][CH:32]=3)[C:27]([C:37]([F:40])([F:39])[F:38])=[N:26]2)=[CH:21][CH:20]=1)=[O:15])(=[O:12])=[O:11].[OH:41]C1C=C(S(N)(=O)=O)C=CC=1, predict the reaction product. The product is: [OH:41][C:8]1[CH:3]=[C:4]([S:10]([NH:13][C:14]([NH:16][CH2:17][CH2:18][C:19]2[CH:24]=[CH:23][C:22]([N:25]3[C:29]([CH3:30])=[C:28]([C:31]4[CH:36]=[CH:35][CH:34]=[CH:33][CH:32]=4)[C:27]([C:37]([F:40])([F:38])[F:39])=[N:26]3)=[CH:21][CH:20]=2)=[O:15])(=[O:11])=[O:12])[CH:5]=[CH:6][CH:7]=1. (3) Given the reactants [CH2:1]([NH:5][C:6]1[C:7]2[C:14]([C:15]3[CH:20]=[CH:19][CH:18]=[CH:17][CH:16]=3)=[C:13]([C:21]3[CH:26]=[CH:25][C:24]([N+:27]([O-])=O)=[CH:23][CH:22]=3)[O:12][C:8]=2[N:9]=[CH:10][N:11]=1)[CH:2]([CH3:4])[CH3:3].[H][H], predict the reaction product. The product is: [NH2:27][C:24]1[CH:23]=[CH:22][C:21]([C:13]2[O:12][C:8]3[N:9]=[CH:10][N:11]=[C:6]([NH:5][CH2:1][CH:2]([CH3:4])[CH3:3])[C:7]=3[C:14]=2[C:15]2[CH:16]=[CH:17][CH:18]=[CH:19][CH:20]=2)=[CH:26][CH:25]=1. (4) The product is: [S:35]1[C:39]2[CH:40]=[CH:41][CH:42]=[CH:43][C:38]=2[N:37]=[C:36]1[S:44][CH2:2][CH2:3][C:4]1[CH:5]=[CH:6][C:7]([CH:10]2[CH2:15][CH2:14][N:13]([C:16]([O:18][C:19]([CH3:22])([CH3:21])[CH3:20])=[O:17])[CH2:12][CH:11]2[O:23][CH2:24][C:25]2[CH:34]=[CH:33][C:32]3[C:27](=[CH:28][CH:29]=[CH:30][CH:31]=3)[CH:26]=2)=[CH:8][CH:9]=1. Given the reactants O[CH2:2][CH2:3][C:4]1[CH:9]=[CH:8][C:7]([CH:10]2[CH2:15][CH2:14][N:13]([C:16]([O:18][C:19]([CH3:22])([CH3:21])[CH3:20])=[O:17])[CH2:12][CH:11]2[O:23][CH2:24][C:25]2[CH:34]=[CH:33][C:32]3[C:27](=[CH:28][CH:29]=[CH:30][CH:31]=3)[CH:26]=2)=[CH:6][CH:5]=1.[S:35]1[C:39]2[CH:40]=[CH:41][CH:42]=[CH:43][C:38]=2[N:37]=[C:36]1[S:44][S:44][C:36]1[S:35][C:39]2[CH:40]=[CH:41][CH:42]=[CH:43][C:38]=2[N:37]=1, predict the reaction product.